Dataset: Reaction yield outcomes from USPTO patents with 853,638 reactions. Task: Predict the reaction yield, written as a fraction of the theoretical maximum amount of product (1.0 means a 100% yield; for example, 0.34 means a 34% yield). (1) The reactants are O1[C:5]2([CH2:10][CH2:9][CH:8]([N:11]3[C:16](=[O:17])[C:15]([CH2:18][C:19]4[CH:24]=[CH:23][C:22]([C:25]5[C:26]([C:31]#[N:32])=[CH:27][CH:28]=[CH:29][CH:30]=5)=[CH:21][CH:20]=4)=[C:14]([CH2:33][CH2:34][CH3:35])[N:13]4[N:36]=[CH:37][N:38]=[C:12]34)[CH2:7][CH2:6]2)[O:4][CH2:3]C1.Cl.CI.[H-].[Na+]. The catalyst is C(OCC)(=O)C.CN(C)C=O.O1CCCC1. The product is [CH3:3][O:4][CH:5]1[CH2:6][CH2:7][CH:8]([N:11]2[C:16](=[O:17])[C:15]([CH2:18][C:19]3[CH:24]=[CH:23][C:22]([C:25]4[C:26]([C:31]#[N:32])=[CH:27][CH:28]=[CH:29][CH:30]=4)=[CH:21][CH:20]=3)=[C:14]([CH2:33][CH2:34][CH3:35])[N:13]3[N:36]=[CH:37][N:38]=[C:12]23)[CH2:9][CH2:10]1. The yield is 0.280. (2) The reactants are [CH:1]1([C:7]([CH2:18][O:19][CH3:20])([CH2:10][O:11][CH:12]2[CH2:17][CH2:16][CH2:15][CH2:14][CH2:13]2)[CH2:8][OH:9])[CH2:6][CH2:5][CH2:4][CH2:3][CH2:2]1.[H-].[Na+].CI.[CH3:25]CCCCC.C(OCC)(=O)C. The catalyst is C1COCC1. The product is [CH:1]1([C:7]([CH2:10][O:11][CH:12]2[CH2:13][CH2:14][CH2:15][CH2:16][CH2:17]2)([CH2:8][O:9][CH3:25])[CH2:18][O:19][CH3:20])[CH2:2][CH2:3][CH2:4][CH2:5][CH2:6]1. The yield is 0.810. (3) The reactants are Br[C:2]1[CH:7]=[CH:6][CH:5]=[C:4]([N+:8]([O-:10])=[O:9])[C:3]=1OC.[CH:13]([C:15]1[CH:16]=[C:17](B(O)O)[CH:18]=[CH:19][CH:20]=1)=[O:14].[C:24](=O)([O-])[O-:25].[Na+].[Na+]. The catalyst is O1CCOCC1.C1C=CC([P]([Pd]([P](C2C=CC=CC=2)(C2C=CC=CC=2)C2C=CC=CC=2)([P](C2C=CC=CC=2)(C2C=CC=CC=2)C2C=CC=CC=2)[P](C2C=CC=CC=2)(C2C=CC=CC=2)C2C=CC=CC=2)(C2C=CC=CC=2)C2C=CC=CC=2)=CC=1. The product is [CH3:24][O:25][C:20]1[CH:19]=[C:18]([C:7]2[CH:2]=[CH:3][C:4]([N+:8]([O-:10])=[O:9])=[CH:5][CH:6]=2)[CH:17]=[CH:16][C:15]=1[CH:13]=[O:14]. The yield is 0.630. (4) The reactants are C(O[C:6]([N:8]1[CH2:12][CH2:11][CH2:10][CH:9]1[CH2:13][O:14][CH:15]1[CH2:20][CH2:19][CH:18]([C:21]([O:23][CH3:24])=[O:22])[CH2:17][CH2:16]1)=[O:7])(C)(C)C.C(O)(C(F)(F)F)=[O:26].[CH:32]1[CH:33]=[CH:34][C:35]2N(O)N=[N:38][C:36]=2[CH:37]=1.C([N:44]([CH2:47]C)[CH2:45][CH3:46])C.CCN=C=N[CH2:54][CH2:55][CH2:56]N(C)C.[ClH:60].C1[CH2:65][O:64][CH2:63][CH2:62]1. The catalyst is C(Cl)Cl.CC#N. The product is [Cl:60][C:37]1[CH:32]=[CH:33][CH:34]=[CH:35][C:36]=1[NH:38][C:47](=[O:26])[NH:44][C:45]1[CH:46]=[CH:56][C:55]([CH2:54][C:6]([N:8]2[CH2:12][CH2:11][CH2:10][C@H:9]2[CH2:13][O:14][CH:15]2[CH2:16][CH2:17][CH:18]([C:21]([O:23][CH3:24])=[O:22])[CH2:19][CH2:20]2)=[O:7])=[CH:62][C:63]=1[O:64][CH3:65]. The yield is 0.970. (5) The reactants are [C:9](O[C:9]([O:11][C:12]([CH3:15])([CH3:14])[CH3:13])=[O:10])([O:11][C:12]([CH3:15])([CH3:14])[CH3:13])=[O:10].[CH3:16][O:17][C:18](=[O:35])[CH2:19][NH:20][CH:21]([C:23]1[CH:28]=[CH:27][C:26]([C:29]2[CH:34]=[CH:33][CH:32]=[CH:31][CH:30]=2)=[CH:25][CH:24]=1)[CH3:22].C(N(CC)CC)C.O. The catalyst is C(Cl)Cl. The product is [CH3:16][O:17][C:18](=[O:35])[CH2:19][N:20]([CH:21]([C:23]1[CH:24]=[CH:25][C:26]([C:29]2[CH:30]=[CH:31][CH:32]=[CH:33][CH:34]=2)=[CH:27][CH:28]=1)[CH3:22])[C:9]([O:11][C:12]([CH3:13])([CH3:14])[CH3:15])=[O:10]. The yield is 0.725. (6) The reactants are C(OC(=O)[N:7]([C:16]1[N:17]([CH2:21][C:22]2[CH:27]=[C:26]([Cl:28])[CH:25]=[C:24]([Cl:29])[CH:23]=2)[CH:18]=[CH:19][N:20]=1)[CH2:8][C:9]1[CH:14]=[CH:13][C:12]([F:15])=[CH:11][CH:10]=1)(C)(C)C.FC(F)(F)C(O)=O. The catalyst is C(Cl)Cl. The product is [Cl:29][C:24]1[CH:23]=[C:22]([CH:27]=[C:26]([Cl:28])[CH:25]=1)[CH2:21][N:17]1[CH:18]=[CH:19][N:20]=[C:16]1[NH:7][CH2:8][C:9]1[CH:10]=[CH:11][C:12]([F:15])=[CH:13][CH:14]=1. The yield is 0.630. (7) The reactants are [Br:1][C:2]1[CH:3]=[C:4]([CH:7]=[CH:8][C:9]=1F)[CH:5]=[O:6].[NH:11]1[CH2:16][CH2:15][O:14][CH2:13][CH2:12]1.C([O-])([O-])=O.[K+].[K+]. The catalyst is N1C=CC=CC=1. The product is [Br:1][C:2]1[CH:3]=[C:4]([CH:7]=[CH:8][C:9]=1[N:11]1[CH2:16][CH2:15][O:14][CH2:13][CH2:12]1)[CH:5]=[O:6]. The yield is 0.580. (8) The reactants are [CH2:1]([C:3]1[CH:8]=[CH:7][C:6]([S:9]([C:12]2[N:13]=[N:14][N:15]3[C:20]4[CH:21]=[CH:22][S:23][C:19]=4[C:18](=O)[NH:17][C:16]=23)(=[O:11])=[O:10])=[CH:5][CH:4]=1)[CH3:2].[S:25]1[CH:29]=[CH:28][CH:27]=[C:26]1[CH2:30][NH2:31].C1CCN2C(=NCCC2)CC1.C1CN([P+](ON2N=NC3C=CC=CC2=3)(N2CCCC2)N2CCCC2)CC1.F[P-](F)(F)(F)(F)F.Cl.C([O-])([O-])=O.[Na+].[Na+]. The catalyst is C(#N)C.C(Cl)(Cl)Cl. The product is [CH2:1]([C:3]1[CH:8]=[CH:7][C:6]([S:9]([C:12]2[N:13]=[N:14][N:15]3[C:20]4[CH:21]=[CH:22][S:23][C:19]=4[C:18]([NH:31][CH2:30][C:26]4[S:25][CH:29]=[CH:28][CH:27]=4)=[N:17][C:16]=23)(=[O:11])=[O:10])=[CH:5][CH:4]=1)[CH3:2]. The yield is 0.550. (9) The reactants are [OH:1][C:2]1[CH:9]=[CH:8][C:5]([C:6]#[N:7])=[CH:4][C:3]=1[N+:10]([O-:12])=[O:11].[Br:13]([O-])(=O)=O.[K+]. The catalyst is OS(O)(=O)=O. The product is [Br:13][C:9]1[CH:8]=[C:5]([CH:4]=[C:3]([N+:10]([O-:12])=[O:11])[C:2]=1[OH:1])[C:6]#[N:7]. The yield is 0.570.